Dataset: Reaction yield outcomes from USPTO patents with 853,638 reactions. Task: Predict the reaction yield, written as a fraction of the theoretical maximum amount of product (1.0 means a 100% yield; for example, 0.34 means a 34% yield). The catalyst is O1CCOCC1. The yield is 0.780. The reactants are [Br:1][C:2]1[CH:3]=[C:4]([C:9]([C:13]2[CH:18]=[CH:17][CH:16]=[CH:15][CH:14]=2)=[CH:10]OC)[C:5]([NH2:8])=[N:6][CH:7]=1.Cl(O)(=O)(=O)=O.C(N(CC)CC)C. The product is [Br:1][C:2]1[CH:3]=[C:4]2[C:9]([C:13]3[CH:18]=[CH:17][CH:16]=[CH:15][CH:14]=3)=[CH:10][NH:8][C:5]2=[N:6][CH:7]=1.